The task is: Predict the reaction yield, written as a fraction of the theoretical maximum amount of product (1.0 means a 100% yield; for example, 0.34 means a 34% yield).. This data is from Reaction yield outcomes from USPTO patents with 853,638 reactions. (1) The reactants are [O:1]=[C:2]1[NH:7][C:6]2[CH:8]=[C:9]([C:12](OC)=[O:13])[CH:10]=[N:11][C:5]=2[N:4]2[CH2:16][CH2:17][S:18][CH2:19][CH:3]12.[H-].[Na+].[H-].[Al+3].[Li+].[H-].[H-].[H-].CO. The catalyst is O1CCCC1.O.C(OCC)(=O)C. The product is [OH:13][CH2:12][C:9]1[CH:10]=[N:11][C:5]2[N:4]3[CH2:16][CH2:17][S:18][CH2:19][CH:3]3[C:2](=[O:1])[NH:7][C:6]=2[CH:8]=1. The yield is 0.980. (2) The reactants are Br[C:2]1[N:7]=[C:6]([C:8](=[O:10])[CH3:9])[CH:5]=[CH:4][CH:3]=1.[CH2:11]([N:15]1[N:19]=[C:18]2[CH:20]=[CH:21][CH:22]=[CH:23][C:17]2=[N:16]1)[CH2:12][C:13]#[CH:14]. No catalyst specified. The product is [N:16]1[N:15]([CH2:11][CH2:12][C:13]#[C:14][C:2]2[N:7]=[C:6]([C:8](=[O:10])[CH3:9])[CH:5]=[CH:4][CH:3]=2)[N:19]=[C:18]2[CH:20]=[CH:21][CH:22]=[CH:23][C:17]=12. The yield is 0.510. (3) The reactants are C(O[C:4]([C:6]1[N:7]=[N:8][C:9]([O:12][CH2:13][C:14]2[C:15]([C:20]3[CH:25]=[CH:24][C:23]([F:26])=[CH:22][CH:21]=3)=[N:16][O:17][C:18]=2[CH3:19])=[CH:10][CH:11]=1)=[O:5])C.[F:27][C:28]([F:32])([F:31])[CH2:29][NH2:30]. No catalyst specified. The product is [F:27][C:28]([F:32])([F:31])[CH2:29][NH:30][C:4]([C:6]1[N:7]=[N:8][C:9]([O:12][CH2:13][C:14]2[C:15]([C:20]3[CH:21]=[CH:22][C:23]([F:26])=[CH:24][CH:25]=3)=[N:16][O:17][C:18]=2[CH3:19])=[CH:10][CH:11]=1)=[O:5]. The yield is 0.730. (4) The reactants are C[Si]([C:5]#[C:6][C:7]1[N:14]=[CH:13][CH:12]=[CH:11][C:8]=1[C:9]#[N:10])(C)C.[CH3:15][O-:16].[Na+].[CH3:18][OH:19]. No catalyst specified. The product is [CH3:15][O:16][CH:5]([O:19][CH3:18])[CH2:6][C:7]1[N:14]=[CH:13][CH:12]=[CH:11][C:8]=1[C:9]#[N:10]. The yield is 0.750. (5) The product is [CH3:1][N:2]([CH:10]1[CH2:14][CH2:13][N:12]([C:23]2[CH:28]=[CH:27][C:26]([N+:29]([O-:31])=[O:30])=[CH:25][N:24]=2)[CH2:11]1)[C:3](=[O:9])[O:4][C:5]([CH3:8])([CH3:6])[CH3:7]. The catalyst is C1COCC1.C([O-])(O)=O.[Na+]. The reactants are [CH3:1][N:2]([CH:10]1[CH2:14][CH2:13][NH:12][CH2:11]1)[C:3](=[O:9])[O:4][C:5]([CH3:8])([CH3:7])[CH3:6].C(N(CC)CC)C.Cl[C:23]1[CH:28]=[CH:27][C:26]([N+:29]([O-:31])=[O:30])=[CH:25][N:24]=1. The yield is 1.00. (6) The reactants are [CH:1]1([O:6][C:7]2[CH:15]=[CH:14][C:13]([S:16]([CH3:19])(=[O:18])=[O:17])=[CH:12][C:8]=2[C:9]([OH:11])=O)[CH2:5][CH2:4][CH2:3][CH2:2]1.Cl.[C:21]1([S:27]([C:30]2[S:34][C:33]([N:35]3[CH2:40][CH2:39][NH:38][CH2:37][CH2:36]3)=[N:32][CH:31]=2)(=[O:29])=[O:28])[CH:26]=[CH:25][CH:24]=[CH:23][CH:22]=1. No catalyst specified. The product is [C:21]1([S:27]([C:30]2[S:34][C:33]([N:35]3[CH2:40][CH2:39][N:38]([C:9]([C:8]4[CH:12]=[C:13]([S:16]([CH3:19])(=[O:18])=[O:17])[CH:14]=[CH:15][C:7]=4[O:6][CH:1]4[CH2:2][CH2:3][CH2:4][CH2:5]4)=[O:11])[CH2:37][CH2:36]3)=[N:32][CH:31]=2)(=[O:29])=[O:28])[CH:26]=[CH:25][CH:24]=[CH:23][CH:22]=1. The yield is 0.570. (7) The catalyst is C1COCC1. The yield is 0.360. The product is [CH:33]([N:32]1[C:28]([C:26]2[N:27]=[C:20]3[C:19]4[CH:36]=[CH:37][C:16]([C:14]5[N:13]=[C:12]([CH3:38])[N:11]([CH2:10][C:9]([CH3:40])([OH:8])[CH3:39])[CH:15]=5)=[CH:17][C:18]=4[O:24][CH2:23][CH2:22][N:21]3[CH:25]=2)=[N:29][CH:30]=[N:31]1)([CH3:35])[CH3:34]. The reactants are [Si]([O:8][C:9]([CH3:40])([CH3:39])[CH2:10][N:11]1[CH:15]=[C:14]([C:16]2[CH:37]=[CH:36][C:19]3[C:20]4[N:21]([CH:25]=[C:26]([C:28]5[N:32]([CH:33]([CH3:35])[CH3:34])[N:31]=[CH:30][N:29]=5)[N:27]=4)[CH2:22][CH2:23][O:24][C:18]=3[CH:17]=2)[N:13]=[C:12]1[CH3:38])(C(C)(C)C)(C)C.[F-].C([N+](CCCC)(CCCC)CCCC)CCC. (8) No catalyst specified. The reactants are Cl[C:2]1[N:10]=[C:9](Cl)[CH:8]=[CH:7][C:3]=1[C:4]([NH2:6])=[O:5].[NH2:12][C:13]1[CH:29]=[CH:28][C:16]([O:17][C:18]2[CH:23]=[CH:22][N:21]=[C:20]([C:24]([NH:26][CH3:27])=[O:25])[CH:19]=2)=[CH:15][CH:14]=1.C(O[C:35](=[O:42])[NH:36][C@@H:37]1[CH2:41][CH2:40][NH:39][CH2:38]1)(C)(C)C.[C:43](O)(=O)[CH:44]=C. The product is [C:35]([NH:36][C@H:37]1[CH2:41][CH2:40][N:39]([C:9]2[CH:8]=[CH:7][C:3]([C:4]([NH2:6])=[O:5])=[C:2]([NH:12][C:13]3[CH:29]=[CH:28][C:16]([O:17][C:18]4[CH:23]=[CH:22][N:21]=[C:20]([C:24](=[O:25])[NH:26][CH3:27])[CH:19]=4)=[CH:15][CH:14]=3)[N:10]=2)[CH2:38]1)(=[O:42])[CH:43]=[CH2:44]. The yield is 0.410.